Task: Predict the reactants needed to synthesize the given product.. Dataset: Full USPTO retrosynthesis dataset with 1.9M reactions from patents (1976-2016) (1) Given the product [Br:22][C:23]1[CH:24]=[C:25]([F:33])[CH:26]=[C:27]2[C:31]=1[NH:30][C:29](=[O:32])/[C:28]/2=[CH:20]\[C:3]1[NH:4][C:5]2[CH2:11][CH2:10][CH2:9][N:8]([CH2:12][CH2:13][N:14]3[CH2:15][CH2:16][CH2:17][CH2:18]3)[C:7](=[O:19])[C:6]=2[C:2]=1[CH3:1], predict the reactants needed to synthesize it. The reactants are: [CH3:1][C:2]1[C:6]2[C:7](=[O:19])[N:8]([CH2:12][CH2:13][N:14]3[CH2:18][CH2:17][CH2:16][CH2:15]3)[CH2:9][CH2:10][CH2:11][C:5]=2[NH:4][C:3]=1[CH:20]=O.[Br:22][C:23]1[CH:24]=[C:25]([F:33])[CH:26]=[C:27]2[C:31]=1[NH:30][C:29](=[O:32])[CH2:28]2. (2) Given the product [CH3:1][C:2]1([CH3:8])[N:6]([CH2:19][C:18]#[CH:17])[NH:5][C:4](=[O:7])[CH2:3]1, predict the reactants needed to synthesize it. The reactants are: [CH3:1][C:2]1([CH3:8])[NH:6][NH:5][C:4](=[O:7])[CH2:3]1.C([O-])([O-])=O.[K+].[K+].[Li+].[I-].[CH2:17](Br)[C:18]#[CH:19]. (3) Given the product [F:1][C:2]1[CH:7]=[CH:6][C:5]([CH2:8][C:9]2[CH:18]=[C:17]3[C:12]([C:13]([OH:34])=[C:14]([C:29]([NH:35][CH2:36][CH:37]([OH:39])[CH3:38])=[O:30])[C:15](=[O:28])[N:16]3[CH2:19][C:20](=[O:27])[N:21]3[CH2:22][CH2:23][CH2:24][CH2:25][CH2:26]3)=[N:11][CH:10]=2)=[CH:4][CH:3]=1, predict the reactants needed to synthesize it. The reactants are: [F:1][C:2]1[CH:7]=[CH:6][C:5]([CH2:8][C:9]2[CH:18]=[C:17]3[C:12]([C:13]([OH:34])=[C:14]([C:29](OCC)=[O:30])[C:15](=[O:28])[N:16]3[CH2:19][C:20](=[O:27])[N:21]3[CH2:26][CH2:25][CH2:24][CH2:23][CH2:22]3)=[N:11][CH:10]=2)=[CH:4][CH:3]=1.[NH2:35][CH2:36][CH:37]([OH:39])[CH3:38]. (4) Given the product [CH3:1][S:2][CH2:3][CH2:4][N:5]1[C:6]2[C:15]3[CH:14]=[CH:13][CH:12]=[CH:11][C:10]=3[N:9]=[CH:8][C:7]=2[N:16]=[C:17]1[CH2:18][CH2:19][CH3:20], predict the reactants needed to synthesize it. The reactants are: [CH3:1][S:2][CH2:3][CH2:4][NH:5][C:6]1[C:15]2[C:10](=[CH:11][CH:12]=[CH:13][CH:14]=2)[N:9]=[CH:8][C:7]=1[NH2:16].[C:17](OC)(OC)(OC)[CH2:18][CH2:19][CH3:20].Cl.N1C=CC=CC=1. (5) Given the product [Si:30]([O:29][CH2:28][C:26]1[N:25]([CH3:37])[C:24]2[S:38][C:21]([C:2]3[C:10]([CH2:11][CH3:12])=[CH:9][C:5]([C:6]([O:8][CH3:15])=[O:7])=[C:4]([O:13][CH3:14])[N:3]=3)=[CH:22][C:23]=2[CH:27]=1)([C:33]([CH3:36])([CH3:35])[CH3:34])([CH3:32])[CH3:31], predict the reactants needed to synthesize it. The reactants are: Cl[C:2]1[C:10]([CH2:11][CH3:12])=[CH:9][C:5]([C:6]([O-:8])=[O:7])=[C:4]([O:13][CH3:14])[N:3]=1.[CH3:15]C([O-])=O.[K+].Br[C:21]1[S:38][C:24]2[N:25]([CH3:37])[C:26]([CH2:28][O:29][Si:30]([C:33]([CH3:36])([CH3:35])[CH3:34])([CH3:32])[CH3:31])=[CH:27][C:23]=2[CH:22]=1.C([O-])([O-])=O.[K+].[K+]. (6) Given the product [Cl:1][C:2]1[CH:3]=[C:4]([O:11][CH3:12])[C:5]([O:10][CH3:13])=[C:6]([CH:9]=1)[CH:7]=[O:8], predict the reactants needed to synthesize it. The reactants are: [Cl:1][C:2]1[CH:3]=[C:4]([O:11][CH3:12])[C:5]([OH:10])=[C:6]([CH:9]=1)[CH:7]=[O:8].[CH3:13]N(C=O)C.C(=O)([O-])[O-].[K+].[K+].COS(OC)(=O)=O. (7) Given the product [C:65]([NH:1][C:2]1[CH:3]=[C:4]([CH:8]([NH:48][C:49](=[O:55])[O:50][C:51]([CH3:52])([CH3:54])[CH3:53])[CH2:9][N:10]2[C:15](=[O:16])[C:14]3[C:17]4([O:33][CH2:34][C:13]=3[N:12]([CH2:35][C:36]3[C:41]([C:42]([F:45])([F:44])[F:43])=[CH:40][CH:39]=[CH:38][C:37]=3[F:46])[C:11]2=[O:47])[CH2:22][CH2:21][N:20]([CH2:23][C:24]2[O:25][C:26]([C:29]([F:30])([F:31])[F:32])=[CH:27][CH:28]=2)[CH2:19][CH2:18]4)[CH:5]=[CH:6][CH:7]=1)(=[O:67])[CH3:66], predict the reactants needed to synthesize it. The reactants are: [NH2:1][C:2]1[CH:3]=[C:4]([CH:8]([NH:48][C:49](=[O:55])[O:50][C:51]([CH3:54])([CH3:53])[CH3:52])[CH2:9][N:10]2[C:15](=[O:16])[C:14]3[C:17]4([O:33][CH2:34][C:13]=3[N:12]([CH2:35][C:36]3[C:41]([C:42]([F:45])([F:44])[F:43])=[CH:40][CH:39]=[CH:38][C:37]=3[F:46])[C:11]2=[O:47])[CH2:22][CH2:21][N:20]([CH2:23][C:24]2[O:25][C:26]([C:29]([F:32])([F:31])[F:30])=[CH:27][CH:28]=2)[CH2:19][CH2:18]4)[CH:5]=[CH:6][CH:7]=1.CCN(C(C)C)C(C)C.[C:65](Cl)(=[O:67])[CH3:66].